The task is: Predict the reactants needed to synthesize the given product.. This data is from Full USPTO retrosynthesis dataset with 1.9M reactions from patents (1976-2016). (1) Given the product [NH2:29][C@@:28]([C:34]1[CH:43]=[CH:42][C:41]2[C:36](=[CH:37][CH:38]=[C:39]([O:44][CH:45]3[CH2:46][CH2:47][CH:48]([CH2:51][CH2:52][CH2:53][CH2:54][CH3:55])[CH2:49][CH2:50]3)[CH:40]=2)[CH:35]=1)([CH3:27])[CH2:32][OH:31], predict the reactants needed to synthesize it. The reactants are: N[C@@](C1C=CC2C(=CC=C(O[C@H]3CC[C@@H](C(F)(F)F)CC3)C=2)C=1)(C)CO.[CH3:27][C@@:28]1([C:34]2[CH:43]=[CH:42][C:41]3[C:36](=[CH:37][CH:38]=[C:39]([O:44][CH:45]4[CH2:50][CH2:49][CH:48]([CH2:51][CH2:52][CH2:53][CH2:54][CH3:55])[CH2:47][CH2:46]4)[CH:40]=3)[CH:35]=2)[CH2:32][O:31]C(=O)[NH:29]1.CC(OC(/N=N/C(OC(C)C)=O)=O)C.CCOC(/N=N/C(OCC)=O)=O. (2) Given the product [N+:8]([C:5]1[CH:6]=[CH:7][C:2]([O:12][CH2:11][CH2:3][CH2:2][CH3:7])=[C:3]([C:11]2[O:12][C:13]3[CH:19]=[CH:18][C:17]([C:20]4[CH:25]=[CH:24][CH:23]=[CH:22][CH:21]=4)=[CH:16][C:14]=3[N:15]=2)[CH:4]=1)([O-:10])=[O:9], predict the reactants needed to synthesize it. The reactants are: F[C:2]1[CH:7]=[CH:6][C:5]([N+:8]([O-:10])=[O:9])=[CH:4][C:3]=1[C:11]1[O:12][C:13]2[CH:19]=[CH:18][C:17]([C:20]3[CH:25]=[CH:24][CH:23]=[CH:22][CH:21]=3)=[CH:16][C:14]=2[N:15]=1. (3) Given the product [N:14]1[C:13]2[NH:9][CH:10]=[CH:11][C:12]=2[C:17]([C:18]2[CH:19]=[N:20][N:21]([C@H:23]([CH:27]3[CH2:31][CH2:30][CH2:29][CH2:28]3)[CH2:24][C:25]#[N:26])[CH:22]=2)=[CH:16][N:15]=1, predict the reactants needed to synthesize it. The reactants are: C(OC[N:9]1[C:13]2[N:14]=[N:15][CH:16]=[C:17]([C:18]3[CH:19]=[N:20][N:21]([C@H:23]([CH:27]4[CH2:31][CH2:30][CH2:29][CH2:28]4)[CH2:24][C:25]#[N:26])[CH:22]=3)[C:12]=2[CH:11]=[CH:10]1)(=O)C(C)(C)C.[OH-].[Na+].